Task: Regression. Given a peptide amino acid sequence and an MHC pseudo amino acid sequence, predict their binding affinity value. This is MHC class I binding data.. Dataset: Peptide-MHC class I binding affinity with 185,985 pairs from IEDB/IMGT (1) The peptide sequence is STNTLPTEY. The MHC is HLA-A02:03 with pseudo-sequence HLA-A02:03. The binding affinity (normalized) is 0.0847. (2) The peptide sequence is QGAINSNLPF. The MHC is Mamu-A02 with pseudo-sequence Mamu-A02. The binding affinity (normalized) is 0.474. (3) The peptide sequence is ALLQQQLSSV. The MHC is H-2-Db with pseudo-sequence H-2-Db. The binding affinity (normalized) is 0. (4) The peptide sequence is CLPDNGDYSEV. The MHC is Mamu-A02 with pseudo-sequence Mamu-A02. The binding affinity (normalized) is 0. (5) The peptide sequence is LEKWNLGII. The MHC is HLA-A26:02 with pseudo-sequence HLA-A26:02. The binding affinity (normalized) is 0.0847. (6) The peptide sequence is LATPINSRI. The MHC is Mamu-B17 with pseudo-sequence Mamu-B17. The binding affinity (normalized) is 0.467. (7) The peptide sequence is TARPKRWL. The MHC is HLA-A02:03 with pseudo-sequence HLA-A02:03. The binding affinity (normalized) is 0.00686. (8) The peptide sequence is RKCCRAKFKQLLQH. The MHC is HLA-A02:02 with pseudo-sequence HLA-A02:02. The binding affinity (normalized) is 0. (9) The peptide sequence is ILCSLMEHWA. The MHC is HLA-B08:01 with pseudo-sequence HLA-B08:01. The binding affinity (normalized) is 0.0320.